Dataset: Forward reaction prediction with 1.9M reactions from USPTO patents (1976-2016). Task: Predict the product of the given reaction. (1) Given the reactants [C:1]([OH:10])(=[O:9])[C:2]1[C:3](=[CH:5][CH:6]=[CH:7][CH:8]=1)[NH2:4].[NH:11]1[C:15]2=[N:16][CH:17]=[CH:18][CH:19]=[C:14]2[C:13]([CH:20]=O)=[CH:12]1.C1(C)C=CC(S(O)(=O)=O)=CC=1.[BH4-].[Na+], predict the reaction product. The product is: [NH:11]1[C:15]2=[N:16][CH:17]=[CH:18][CH:19]=[C:14]2[C:13]([CH2:20][NH:4][C:3]2[CH:5]=[CH:6][CH:7]=[CH:8][C:2]=2[C:1]([OH:10])=[O:9])=[CH:12]1. (2) Given the reactants [NH:1]1[CH:5]=[CH:4][C:3]([C:6]([OH:8])=O)=[N:2]1.[Cl:9][C:10]1[CH:11]=[C:12]2[C:20](=[CH:21][CH:22]=1)[NH:19][C:18]1[CH:17]([NH2:23])[CH2:16][CH2:15][CH2:14][C:13]2=1, predict the reaction product. The product is: [Cl:9][C:10]1[CH:11]=[C:12]2[C:20](=[CH:21][CH:22]=1)[NH:19][C:18]1[CH:17]([NH:23][C:6]([C:3]3[CH:4]=[CH:5][NH:1][N:2]=3)=[O:8])[CH2:16][CH2:15][CH2:14][C:13]2=1.